From a dataset of Full USPTO retrosynthesis dataset with 1.9M reactions from patents (1976-2016). Predict the reactants needed to synthesize the given product. (1) Given the product [CH2:1]([C@H:3]1[N:12]([C:13](=[O:22])[C:14]2[CH:19]=[CH:18][C:17]([O:20][CH3:21])=[CH:16][CH:15]=2)[C:11]2[C:6](=[CH:7][C:8]([F:23])=[CH:9][CH:10]=2)[N:5]([CH3:25])[C:4]1=[O:24])[CH3:2], predict the reactants needed to synthesize it. The reactants are: [CH2:1]([C@H:3]1[N:12]([C:13](=[O:22])[C:14]2[CH:19]=[CH:18][C:17]([O:20][CH3:21])=[CH:16][CH:15]=2)[C:11]2[C:6](=[CH:7][C:8]([F:23])=[CH:9][CH:10]=2)[NH:5][C:4]1=[O:24])[CH3:2].[C:25](=O)([O-])[O-].[K+].[K+].IC. (2) Given the product [CH2:20]1[C:28]2[C:23](=[C:24]([O:15][CH2:14][CH2:13][C:3]3[N:4]=[C:5]([C:7]4[CH:12]=[CH:11][CH:10]=[CH:9][CH:8]=4)[O:6][C:2]=3[CH3:1])[CH:25]=[CH:26][CH:27]=2)[CH2:22][CH2:21]1, predict the reactants needed to synthesize it. The reactants are: [CH3:1][C:2]1[O:6][C:5]([C:7]2[CH:12]=[CH:11][CH:10]=[CH:9][CH:8]=2)=[N:4][C:3]=1[CH2:13][CH2:14][O:15]S(C)(=O)=O.[CH2:20]1[C:28]2[CH:27]=[CH:26][CH:25]=[C:24](O)[C:23]=2[CH2:22][CH2:21]1.[OH-].[K+].